The task is: Predict which catalyst facilitates the given reaction.. This data is from Catalyst prediction with 721,799 reactions and 888 catalyst types from USPTO. (1) The catalyst class is: 117. Product: [F:31][C:29]([F:30])([F:32])[C:28]([NH:27][CH2:26][C:25]1[CH:34]=[CH:35][C:36]([F:37])=[C:23]([CH:20]2[CH2:21][CH2:22][N:17]([C:15]([C:4]3[C:3]4[C:7](=[CH:8][CH:9]=[CH:10][C:2]=4[C:43]4[N:39]([CH3:38])[N:40]=[CH:41][CH:42]=4)[N:6]([CH2:11][CH2:12][O:13][CH3:14])[CH:5]=3)=[O:16])[CH2:18][CH2:19]2)[CH:24]=1)=[O:33]. Reactant: Br[C:2]1[CH:10]=[CH:9][CH:8]=[C:7]2[C:3]=1[C:4]([C:15]([N:17]1[CH2:22][CH2:21][CH:20]([C:23]3[CH:24]=[C:25]([CH:34]=[CH:35][C:36]=3[F:37])[CH2:26][NH:27][C:28](=[O:33])[C:29]([F:32])([F:31])[F:30])[CH2:19][CH2:18]1)=[O:16])=[CH:5][N:6]2[CH2:11][CH2:12][O:13][CH3:14].[CH3:38][N:39]1[C:43](B(O)O)=[CH:42][CH:41]=[N:40]1.C(=O)([O-])[O-].[Cs+].[Cs+].C(Cl)Cl. (2) Reactant: P([C:9]#[N:10])(OCC)(OCC)=O.[CH3:11][Si]([N-][Si](C)(C)C)(C)C.[Na+].[C:21]([O:25][C:26](=[O:40])[NH:27][CH:28]1[C:37]2[C:32](=[CH:33][C:34]([CH:38]=O)=[CH:35][CH:36]=2)[CH2:31][CH2:30][CH2:29]1)([CH3:24])([CH3:23])[CH3:22]. Product: [C:21]([O:25][C:26](=[O:40])[NH:27][CH:28]1[C:37]2[C:32](=[CH:33][C:34]([CH:38]=[CH:11][C:9]#[N:10])=[CH:35][CH:36]=2)[CH2:31][CH2:30][CH2:29]1)([CH3:24])([CH3:23])[CH3:22]. The catalyst class is: 1. (3) Reactant: C([NH:5][S:6]([C:9]1[S:10][C:11]([C:14]2[N:15]=[CH:16][N:17]([C:19]3[N:24]=[C:23]([CH3:25])[CH:22]=[C:21]([C:26]4[CH:31]=[CH:30][C:29]([C:32]([F:35])([F:34])[F:33])=[CH:28][CH:27]=4)[N:20]=3)[CH:18]=2)=[CH:12][CH:13]=1)(=[O:8])=[O:7])(C)(C)C.C(O)(C(F)(F)F)=O. Product: [CH3:25][C:23]1[CH:22]=[C:21]([C:26]2[CH:31]=[CH:30][C:29]([C:32]([F:35])([F:33])[F:34])=[CH:28][CH:27]=2)[N:20]=[C:19]([N:17]2[CH:18]=[C:14]([C:11]3[S:10][C:9]([S:6]([NH2:5])(=[O:8])=[O:7])=[CH:13][CH:12]=3)[N:15]=[CH:16]2)[N:24]=1. The catalyst class is: 4. (4) Product: [CH3:27][CH:28]([CH3:31])[CH2:29][NH:30][CH2:12][C@@H:13]1[O:18][C:17]2[CH:19]=[C:20]([S:23]([CH3:26])(=[O:24])=[O:25])[CH:21]=[CH:22][C:16]=2[O:15][CH2:14]1. The catalyst class is: 10. Reactant: CC1C=CC(S(O[CH2:12][C@@H:13]2[O:18][C:17]3[CH:19]=[C:20]([S:23]([CH3:26])(=[O:25])=[O:24])[CH:21]=[CH:22][C:16]=3[O:15][CH2:14]2)(=O)=O)=CC=1.[CH3:27][CH:28]([CH3:31])[CH2:29][NH2:30]. (5) Reactant: C[O:2][C:3]([CH2:5][N:6]1[C:15](=[O:16])[C:14]2[N:13]([CH2:17][C:18]#[C:19][CH3:20])[C:12]([N:21]3[CH2:26][CH2:25][CH2:24][CH:23]([NH:27][C:28]([O:30][C:31]([CH3:34])([CH3:33])[CH3:32])=[O:29])[CH2:22]3)=[N:11][C:10]=2[N:9]([CH3:35])[C:7]1=[O:8])=[O:4].[OH-].[K+]. Product: [C:3]([CH2:5][N:6]1[C:15](=[O:16])[C:14]2[N:13]([CH2:17][C:18]#[C:19][CH3:20])[C:12]([N:21]3[CH2:26][CH2:25][CH2:24][CH:23]([NH:27][C:28]([O:30][C:31]([CH3:34])([CH3:33])[CH3:32])=[O:29])[CH2:22]3)=[N:11][C:10]=2[N:9]([CH3:35])[C:7]1=[O:8])([OH:4])=[O:2]. The catalyst class is: 83. (6) Reactant: [NH2:1][C:2]1[CH:11]=[CH:10][C:9]([Cl:12])=[CH:8][C:3]=1[C:4]([O:6][CH3:7])=[O:5].IC.[C:15](=O)([O-])[O-].[K+].[K+]. Product: [CH3:7][O:6][C:4](=[O:5])[C:3]1[CH:8]=[C:9]([Cl:12])[CH:10]=[CH:11][C:2]=1[NH:1][CH3:15]. The catalyst class is: 10. (7) Reactant: C([O:3][C:4](=[O:17])[CH2:5][CH2:6][C:7]1[C:15]2[B:14]([OH:16])[O:13][CH2:12][C:11]=2[CH:10]=[CH:9][CH:8]=1)C.[OH-].[Na+]. Product: [C:4]([CH2:5][CH2:6][C:7]1[C:15]2[B:14]([OH:16])[O:13][CH2:12][C:11]=2[CH:10]=[CH:9][CH:8]=1)([OH:17])=[O:3]. The catalyst class is: 5.